Task: Predict the product of the given reaction.. Dataset: Forward reaction prediction with 1.9M reactions from USPTO patents (1976-2016) (1) Given the reactants [C:1]([C:4]1[CH:33]=[CH:32][C:7]([O:8][CH2:9][C:10]2[CH:15]=[CH:14][C:13]([CH:16]([O:25][CH:26]3[CH2:31][CH2:30][CH2:29][CH2:28][O:27]3)[C:17]3[CH:18]=[C:19]([CH:22]=[CH:23][CH:24]=3)[C:20]#N)=[CH:12][CH:11]=2)=[C:6]([Cl:34])[C:5]=1[OH:35])(=[O:3])[CH3:2].[OH-:36].[K+].Cl.[OH2:39], predict the reaction product. The product is: [C:1]([C:4]1[CH:33]=[CH:32][C:7]([O:8][CH2:9][C:10]2[CH:15]=[CH:14][C:13]([CH:16]([O:25][CH:26]3[CH2:31][CH2:30][CH2:29][CH2:28][O:27]3)[C:17]3[CH:18]=[C:19]([CH:22]=[CH:23][CH:24]=3)[C:20]([OH:39])=[O:36])=[CH:12][CH:11]=2)=[C:6]([Cl:34])[C:5]=1[OH:35])(=[O:3])[CH3:2]. (2) Given the reactants [CH3:1][O:2][C:3]1[CH:11]=[CH:10][C:6]([C:7](O)=[O:8])=[C:5]([N+:12]([O-:14])=[O:13])[CH:4]=1.C[N:16](C=O)C.C(Cl)(=O)C(Cl)=O, predict the reaction product. The product is: [CH3:1][O:2][C:3]1[CH:11]=[CH:10][C:6]([C:7]([NH2:16])=[O:8])=[C:5]([N+:12]([O-:14])=[O:13])[CH:4]=1. (3) Given the reactants [Br:1][CH2:2][C:3]([C:5]1[C:13]2[C:8](=[N:9][CH:10]=[C:11]([Br:14])[CH:12]=2)[NH:7][CH:6]=1)=O.[NH2:15][C:16]([NH2:18])=[S:17], predict the reaction product. The product is: [BrH:1].[Br:14][C:11]1[CH:12]=[C:13]2[C:5]([C:3]3[N:15]=[C:16]([NH2:18])[S:17][CH:2]=3)=[CH:6][NH:7][C:8]2=[N:9][CH:10]=1. (4) Given the reactants [OH:1][C:2]1[CH:7]=[C:6]([CH3:8])[N:5]([CH3:9])[C:4](=[O:10])[C:3]=1[C:11](=[O:28])[CH:12]=[CH:13][C:14]1[CH:19]=[CH:18][CH:17]=[C:16]([C:20]([NH:22][CH2:23][C:24]([O:26][CH3:27])=[O:25])=[O:21])[CH:15]=1.[CH3:29]N(C)P(N(C)C)(N(C)C)=O, predict the reaction product. The product is: [CH3:29][O:1][C:2]1[CH:7]=[C:6]([CH3:8])[N:5]([CH3:9])[C:4](=[O:10])[C:3]=1[C:11](=[O:28])[CH:12]=[CH:13][C:14]1[CH:19]=[CH:18][CH:17]=[C:16]([C:20]([NH:22][CH2:23][C:24]([O:26][CH3:27])=[O:25])=[O:21])[CH:15]=1. (5) Given the reactants [C:1]([O:5][C:6]([N:8]1[CH2:12][CH:11]([CH3:13])[CH2:10][C@H:9]1[C:14](O)=[O:15])=[O:7])([CH3:4])([CH3:3])[CH3:2].B.[NH4+].[Cl-].O, predict the reaction product. The product is: [OH:15][CH2:14][C@@H:9]1[CH2:10][CH:11]([CH3:13])[CH2:12][N:8]1[C:6]([O:5][C:1]([CH3:2])([CH3:4])[CH3:3])=[O:7]. (6) Given the reactants [NH:1]1[CH2:5][CH2:4][CH2:3][CH2:2]1.[C:6]([C:9]1[NH:13][CH:12]=[C:11]([C:14]([O:16]CC)=O)[C:10]=1[C:19]1[CH:24]=[CH:23][C:22]([NH:25][C:26]([NH:28][C:29]2[CH:34]=[C:33]([C:35]([F:38])([F:37])[F:36])[CH:32]=[CH:31][C:30]=2[F:39])=[O:27])=[CH:21][CH:20]=1)(=[O:8])[NH2:7], predict the reaction product. The product is: [F:39][C:30]1[CH:31]=[CH:32][C:33]([C:35]([F:36])([F:37])[F:38])=[CH:34][C:29]=1[NH:28][C:26](=[O:27])[NH:25][C:22]1[CH:21]=[CH:20][C:19]([C:10]2[C:11]([C:14]([N:1]3[CH2:5][CH2:4][CH2:3][CH2:2]3)=[O:16])=[CH:12][NH:13][C:9]=2[C:6]([NH2:7])=[O:8])=[CH:24][CH:23]=1.